From a dataset of Forward reaction prediction with 1.9M reactions from USPTO patents (1976-2016). Predict the product of the given reaction. (1) Given the reactants [N:1]1[CH:6]=[CH:5][C:4]([C:7]2[S:16][C:10]3[NH:11][CH:12]=[N:13][C:14](=O)[C:9]=3[CH:8]=2)=[CH:3][CH:2]=1.S(Cl)([Cl:19])=O, predict the reaction product. The product is: [Cl:19][C:14]1[C:9]2[CH:8]=[C:7]([C:4]3[CH:5]=[CH:6][N:1]=[CH:2][CH:3]=3)[S:16][C:10]=2[N:11]=[CH:12][N:13]=1. (2) Given the reactants [C:1]([C:8]1[C:14](O)=[CH:13][CH:12]=[CH:11][C:9]=1[OH:10])(=O)[CH2:2][CH2:3][CH2:4][CH2:5][CH3:6].Cl.C([OH:19])C, predict the reaction product. The product is: [CH3:6][CH2:5][CH2:4][CH2:3][CH2:2][CH2:1][C:8]1[CH:14]=[CH:13][C:12]([OH:19])=[CH:11][C:9]=1[OH:10]. (3) Given the reactants [C:1]([N:3]1[CH2:8][CH2:7][CH:6]([N:9]([CH:23]2[CH2:25][CH2:24]2)[C:10](=[O:22])[C:11]2[CH:16]=[CH:15][C:14]([C:17]3[O:21][CH:20]=[N:19][CH:18]=3)=[CH:13][CH:12]=2)[CH2:5][CH2:4]1)#[N:2].[OH:26][NH:27][C:28]([C:30]1[CH:34]=[CH:33][S:32][CH:31]=1)=N, predict the reaction product. The product is: [CH:23]1([N:9]([CH:6]2[CH2:5][CH2:4][N:3]([C:1]3[O:26][N:27]=[C:28]([C:30]4[CH:34]=[CH:33][S:32][CH:31]=4)[N:2]=3)[CH2:8][CH2:7]2)[C:10](=[O:22])[C:11]2[CH:12]=[CH:13][C:14]([C:17]3[O:21][CH:20]=[N:19][CH:18]=3)=[CH:15][CH:16]=2)[CH2:25][CH2:24]1. (4) The product is: [CH3:1][O:2][C:3](=[O:19])[CH:4]([O:13][CH2:14][C:15]([F:16])([F:18])[F:17])[CH2:5][C:6]1[CH:7]=[CH:8][C:9]([O:12][CH2:34][CH2:33][C:30]2[CH:29]=[CH:28][C:27]([NH:26][C:25]([O:24][C:20]([CH3:21])([CH3:23])[CH3:22])=[O:36])=[CH:32][CH:31]=2)=[CH:10][CH:11]=1. Given the reactants [CH3:1][O:2][C:3](=[O:19])[CH:4]([O:13][CH2:14][C:15]([F:18])([F:17])[F:16])[CH2:5][C:6]1[CH:11]=[CH:10][C:9]([OH:12])=[CH:8][CH:7]=1.[C:20]([O:24][C:25](=[O:36])[NH:26][C:27]1[CH:32]=[CH:31][C:30]([CH2:33][CH2:34]O)=[CH:29][CH:28]=1)([CH3:23])([CH3:22])[CH3:21], predict the reaction product. (5) Given the reactants CC(C)([O-])C.[K+].F[C:8]1[CH:9]=[C:10]([CH:14]=[CH:15][C:16]=1[C:17]([F:20])([F:19])[F:18])[C:11]([OH:13])=[O:12].[CH2:21]([OH:28])[C:22]1[CH:27]=[CH:26][CH:25]=[CH:24][CH:23]=1.Cl, predict the reaction product. The product is: [CH2:21]([O:28][C:8]1[CH:9]=[C:10]([CH:14]=[CH:15][C:16]=1[C:17]([F:20])([F:19])[F:18])[C:11]([OH:13])=[O:12])[C:22]1[CH:27]=[CH:26][CH:25]=[CH:24][CH:23]=1. (6) Given the reactants C[N:2]([CH3:26])[C:3]1[CH:4]=[C:5]([NH:9][C:10]2[N:15]=[C:14]([NH:16][CH2:17][C:18]3[O:19][CH:20]=[CH:21][CH:22]=3)[N:13]=[C:12]([O:23][CH2:24][CH3:25])[N:11]=2)[CH:6]=[CH:7]C=1.Cl.Cl.[N:29]1[CH:34]=[CH:33][CH:32]=[CH:31][C:30]=1CN1CCC(N)CC1.CCN(C(C)C)C(C)C.C(#N)C, predict the reaction product. The product is: [CH2:24]([O:23][C:12]1[N:13]=[C:14]([NH:16][CH2:17][C:18]2[O:19][CH:20]=[CH:21][CH:22]=2)[N:15]=[C:10]([NH:9][CH:5]2[CH2:4][CH2:3][N:2]([CH2:26][C:30]3[CH:31]=[CH:32][CH:33]=[CH:34][N:29]=3)[CH2:7][CH2:6]2)[N:11]=1)[CH3:25]. (7) Given the reactants [CH3:1][O:2][C:3]1[CH:34]=[C:33]([O:35][CH3:36])[CH:32]=[CH:31][C:4]=1[CH2:5][NH:6][C:7]1[C:8]2[N:9]([C:13]([CH2:26][C:27]([O:29][CH3:30])=[O:28])=[N:14][C:15]=2[C:16]2[CH:25]=[CH:24][C:19]([C:20]([O:22][CH3:23])=[O:21])=[CH:18][CH:17]=2)[CH:10]=[CH:11][N:12]=1.[C:37](#[N:40])[CH:38]=[CH2:39].CC([O-])(C)C.[K+].CCOC(C)=O, predict the reaction product. The product is: [C:37]([CH2:38][CH2:39][CH:26]([C:13]1[N:9]2[CH:10]=[CH:11][N:12]=[C:7]([NH:6][CH2:5][C:4]3[CH:31]=[CH:32][C:33]([O:35][CH3:36])=[CH:34][C:3]=3[O:2][CH3:1])[C:8]2=[C:15]([C:16]2[CH:17]=[CH:18][C:19]([C:20]([O:22][CH3:23])=[O:21])=[CH:24][CH:25]=2)[N:14]=1)[C:27]([O:29][CH3:30])=[O:28])#[N:40]. (8) The product is: [NH2:16][C:11]1[CH:12]=[CH:13][CH:14]=[C:15]2[C:10]=1[C:9](=[O:19])[C:8]1([NH:20][C:21](=[O:30])[C:22]3[CH:27]=[C:26]([CH3:28])[CH:25]=[C:24]([CH3:29])[CH:23]=3)[C:7]3[CH:31]=[CH:32][C:33]([CH:35]([CH3:36])[CH3:37])=[CH:34][C:6]=3[O:5][C:4]12[OH:3]. Given the reactants Cl.O.[OH:3][C:4]12[C:15]3[C:10](=[C:11]([N+:16]([O-])=O)[CH:12]=[CH:13][CH:14]=3)[C:9](=[O:19])[C:8]1([NH:20][C:21](=[O:30])[C:22]1[CH:27]=[C:26]([CH3:28])[CH:25]=[C:24]([CH3:29])[CH:23]=1)[C:7]1[CH:31]=[CH:32][C:33]([CH:35]([CH3:37])[CH3:36])=[CH:34][C:6]=1[O:5]2, predict the reaction product. (9) Given the reactants Br[C:2]1[CH:7]=[CH:6][C:5]([N:8]2[CH2:17][CH2:16][C:15]3[C:10](=[CH:11][CH:12]=[C:13]([O:18][CH2:19][CH2:20][CH2:21][CH3:22])[CH:14]=3)[C:9]2=[O:23])=[CH:4][CH:3]=1.[CH3:24][N:25]([CH3:31])[C@@H:26]1[CH2:30][CH2:29][NH:28][CH2:27]1, predict the reaction product. The product is: [CH2:19]([O:18][C:13]1[CH:14]=[C:15]2[C:10](=[CH:11][CH:12]=1)[C:9](=[O:23])[N:8]([C:5]1[CH:6]=[CH:7][C:2]([N:28]3[CH2:29][CH2:30][C@@H:26]([N:25]([CH3:31])[CH3:24])[CH2:27]3)=[CH:3][CH:4]=1)[CH2:17][CH2:16]2)[CH2:20][CH2:21][CH3:22].